From a dataset of Forward reaction prediction with 1.9M reactions from USPTO patents (1976-2016). Predict the product of the given reaction. Given the reactants CS(C)=O.C(Cl)(=O)C(Cl)=O.[C:11]([O:15][C:16]([N:18]1[CH2:23][CH2:22][CH2:21][CH2:20][CH:19]1[CH2:24][OH:25])=[O:17])([CH3:14])([CH3:13])[CH3:12].CCN(CC)CC, predict the reaction product. The product is: [C:11]([O:15][C:16]([N:18]1[CH2:23][CH2:22][CH2:21][CH2:20][CH:19]1[CH:24]=[O:25])=[O:17])([CH3:14])([CH3:13])[CH3:12].